This data is from Reaction yield outcomes from USPTO patents with 853,638 reactions. The task is: Predict the reaction yield, written as a fraction of the theoretical maximum amount of product (1.0 means a 100% yield; for example, 0.34 means a 34% yield). (1) The reactants are [CH3:1][C:2]1([CH3:12])[C:11]2[C:6](=[CH:7][CH:8]=[CH:9][CH:10]=2)[NH:5][CH2:4][CH2:3]1.[N+:13]([O-])([O-:15])=[O:14].[K+].C([O-])([O-])=O.[Na+].[Na+]. The catalyst is OS(O)(=O)=O. The product is [CH3:1][C:2]1([CH3:12])[C:11]2[C:6](=[CH:7][C:8]([N+:13]([O-:15])=[O:14])=[CH:9][CH:10]=2)[NH:5][CH2:4][CH2:3]1. The yield is 0.500. (2) The reactants are [N:1]12[CH2:8][CH2:7][C:4]([C:9]([C:17]3[CH:22]=[CH:21][CH:20]=[CH:19][CH:18]=3)([C:11]3[CH:16]=[CH:15][CH:14]=[CH:13][CH:12]=3)[OH:10])([CH2:5][CH2:6]1)[CH2:3][CH2:2]2.[Br:23][CH2:24][CH2:25][CH2:26][CH3:27]. The catalyst is CC#N. The product is [Br-:23].[CH2:24]([N+:1]12[CH2:6][CH2:5][C:4]([C:9]([OH:10])([C:17]3[CH:22]=[CH:21][CH:20]=[CH:19][CH:18]=3)[C:11]3[CH:12]=[CH:13][CH:14]=[CH:15][CH:16]=3)([CH2:3][CH2:2]1)[CH2:7][CH2:8]2)[CH2:25][CH2:26][CH3:27]. The yield is 0.707. (3) The reactants are [C:1]([C:5]1[CH:9]=[C:8]([CH2:10][NH:11][C:12](=[O:18])[O:13][C:14]([CH3:17])([CH3:16])[CH3:15])[NH:7][N:6]=1)([CH3:4])([CH3:3])[CH3:2].[F:19][C:20]1[CH:25]=[CH:24][C:23](B(O)O)=[CH:22][CH:21]=1.N1C=CC=CC=1. The catalyst is ClCCl.C([O-])(=O)C.[Cu+2].C([O-])(=O)C. The product is [C:1]([C:5]1[CH:9]=[C:8]([CH2:10][NH:11][C:12](=[O:18])[O:13][C:14]([CH3:17])([CH3:16])[CH3:15])[N:7]([C:23]2[CH:24]=[CH:25][C:20]([F:19])=[CH:21][CH:22]=2)[N:6]=1)([CH3:4])([CH3:2])[CH3:3]. The yield is 0.340. (4) The reactants are [Cl:1][C:2]1[CH:21]=[C:20]([F:22])[C:19]([N+:23]([O-])=O)=[CH:18][C:3]=1[C:4]([NH:6][CH2:7][C:8]([O:10]CC1C=CC=CC=1)=[O:9])=[O:5]. The catalyst is CCOC(C)=O.[Pd]. The product is [NH2:23][C:19]1[C:20]([F:22])=[CH:21][C:2]([Cl:1])=[C:3]([CH:18]=1)[C:4]([NH:6][CH2:7][C:8]([OH:10])=[O:9])=[O:5]. The yield is 0.670. (5) The reactants are [CH3:1][C:2]1[CH:7]=[CH:6][C:5]([S:8]([C:11]2[CH:18]=[CH:17][CH:16]=[CH:15][C:12]=2[CH:13]=O)(=[O:10])=[O:9])=[CH:4][CH:3]=1.[CH3:19][O:20][C:21]1[CH:22]=[C:23]([CH2:27][C:28]([NH:30][NH2:31])=[O:29])[CH:24]=[CH:25][CH:26]=1. The catalyst is CCO. The product is [CH3:19][O:20][C:21]1[CH:22]=[C:23]([CH2:27][C:28]([NH:30]/[N:31]=[CH:13]/[C:12]2[CH:15]=[CH:16][CH:17]=[CH:18][C:11]=2[S:8]([C:5]2[CH:6]=[CH:7][C:2]([CH3:1])=[CH:3][CH:4]=2)(=[O:10])=[O:9])=[O:29])[CH:24]=[CH:25][CH:26]=1. The yield is 0.390. (6) The reactants are Br[C:2]1[N:7]=[C:6]([NH:8][C:9]([NH:11][CH2:12][C:13]2[CH:18]=[CH:17][CH:16]=[CH:15][C:14]=2[O:19][CH3:20])=[NH:10])[CH:5]=[CH:4][CH:3]=1.[Br-].[CH2:22]([Zn+])[C:23]1[CH:28]=[CH:27][CH:26]=[CH:25][CH:24]=1.C([O-])(=O)C. The catalyst is [Pd].C1C=CC(P(C2C=CC=CC=2)[C-]2C=CC=C2)=CC=1.C1C=CC(P(C2C=CC=CC=2)[C-]2C=CC=C2)=CC=1.Cl[Pd]Cl.[Fe+2].C(Cl)Cl.O.C(#N)C. The product is [CH2:22]([C:2]1[N:7]=[C:6]([NH:8][C:9]([NH:11][CH2:12][C:13]2[CH:18]=[CH:17][CH:16]=[CH:15][C:14]=2[O:19][CH3:20])=[NH:10])[CH:5]=[CH:4][CH:3]=1)[C:23]1[CH:28]=[CH:27][CH:26]=[CH:25][CH:24]=1. The yield is 0.0700. (7) The reactants are Cl[C:2](Cl)([O:4]C(=O)OC(Cl)(Cl)Cl)Cl.C(N(CC)CC)C.[Cl:20][C:21]1[N:26]=[C:25]([NH:27][CH:28]2[CH2:33][CH2:32][O:31][CH2:30][CH2:29]2)[C:24]([NH:34][CH2:35][C:36]2[CH:41]=[CH:40][C:39]([O:42][CH3:43])=[CH:38][C:37]=2[O:44][CH3:45])=[CH:23][N:22]=1.C(=O)([O-])O.[Na+]. The catalyst is O1CCCC1.ClCCl. The product is [Cl:20][C:21]1[N:26]=[C:25]2[C:24]([N:34]([CH2:35][C:36]3[CH:41]=[CH:40][C:39]([O:42][CH3:43])=[CH:38][C:37]=3[O:44][CH3:45])[C:2](=[O:4])[N:27]2[CH:28]2[CH2:33][CH2:32][O:31][CH2:30][CH2:29]2)=[CH:23][N:22]=1. The yield is 0.780.